Dataset: Full USPTO retrosynthesis dataset with 1.9M reactions from patents (1976-2016). Task: Predict the reactants needed to synthesize the given product. (1) Given the product [C:1]([OH:6])(=[O:5])[C:2]([CH3:4])=[CH2:3].[C:1]([O:6][CH2:7][CH2:8][CH2:9][CH2:10][CH2:11][CH2:12][CH2:13][CH2:14][CH2:15][CH2:16][CH2:17][CH2:18][CH2:19][CH2:20][CH2:21][CH2:22][CH2:23][CH2:24][CH2:25][CH2:26][CH2:27][CH3:28])(=[O:5])[C:2]([CH3:4])=[CH2:3], predict the reactants needed to synthesize it. The reactants are: [C:1]([O:6][CH2:7][CH2:8][CH2:9][CH2:10][CH2:11][CH2:12][CH2:13][CH2:14][CH2:15][CH2:16][CH2:17][CH2:18][CH2:19][CH2:20][CH2:21][CH2:22][CH2:23][CH2:24][CH2:25][CH2:26][CH2:27][CH3:28])(=[O:5])[C:2]([CH3:4])=[CH2:3].C(O)(=O)C(C)=C.C(S)CCCCCCCCCCC. (2) Given the product [OH:4][C:5]1[CH:10]=[CH:9][CH:8]=[CH:7][C:6]=1[C:11]([NH:12][C:13]1[S:14][C:15]([S:18]([CH3:21])(=[O:20])=[O:19])=[CH:16][N:17]=1)=[O:22], predict the reactants needed to synthesize it. The reactants are: C([O:4][C:5]1[CH:10]=[CH:9][CH:8]=[CH:7][C:6]=1[C:11](=[O:22])[NH:12][C:13]1[S:14][C:15]([S:18]([CH3:21])(=[O:20])=[O:19])=[CH:16][N:17]=1)(=O)C.Cl. (3) Given the product [CH3:29][O:28][N:27]([CH3:26])[C:10]([CH:2]1[CH2:3][C:4]2[CH:9]=[CH:8][CH:7]=[CH:6][C:5]=2[O:1]1)=[O:12], predict the reactants needed to synthesize it. The reactants are: [O:1]1[C:5]2[CH:6]=[CH:7][CH:8]=[CH:9][C:4]=2[CH2:3][CH:2]1[C:10]([OH:12])=O.C(N1C=CN=C1)(N1C=CN=C1)=O.Cl.[CH3:26][NH:27][O:28][CH3:29].